Dataset: Full USPTO retrosynthesis dataset with 1.9M reactions from patents (1976-2016). Task: Predict the reactants needed to synthesize the given product. (1) Given the product [Cl:4][C:14]1[CH:13]=[C:9]([CH:8]=[C:7]([F:6])[C:15]=1[OH:16])[C:10]([OH:12])=[O:11], predict the reactants needed to synthesize it. The reactants are: S(Cl)([Cl:4])(=O)=O.[F:6][C:7]1[CH:8]=[C:9]([CH:13]=[CH:14][C:15]=1[OH:16])[C:10]([OH:12])=[O:11]. (2) Given the product [NH2:26][C@:2]([CH3:1])([CH2:3][CH3:4])[C:5]([NH:6][C:7]1[CH:8]=[N:9][C:10]([O:13][C:14]2[CH:23]=[CH:22][CH:21]=[C:20]3[C:15]=2[CH2:16][CH:17]([CH3:24])[CH2:18][O:19]3)=[CH:11][CH:12]=1)=[O:25], predict the reactants needed to synthesize it. The reactants are: [CH3:1][C@:2]([NH:26]C(=O)OC(C)(C)C)([C:5](=[O:25])[NH:6][C:7]1[CH:8]=[N:9][C:10]([O:13][C:14]2[CH:23]=[CH:22][CH:21]=[C:20]3[C:15]=2[CH2:16][CH:17]([CH3:24])[CH2:18][O:19]3)=[CH:11][CH:12]=1)[CH2:3][CH3:4].C(O)(C(F)(F)F)=O. (3) Given the product [F:1][C:2]1[CH:16]=[CH:15][C:14]([F:17])=[CH:13][C:3]=1[CH2:4][C:5]1[O:9][N:8]=[C:7]([C:10]([NH:31][CH2:30][CH2:29][C:23]2[C:22]3[C:26](=[CH:27][CH:28]=[C:20]([C:19]([F:33])([F:18])[F:32])[CH:21]=3)[NH:25][CH:24]=2)=[O:12])[CH:6]=1, predict the reactants needed to synthesize it. The reactants are: [F:1][C:2]1[CH:16]=[CH:15][C:14]([F:17])=[CH:13][C:3]=1[CH2:4][C:5]1[O:9][N:8]=[C:7]([C:10]([OH:12])=O)[CH:6]=1.[F:18][C:19]([F:33])([F:32])[C:20]1[CH:21]=[C:22]2[C:26](=[CH:27][CH:28]=1)[NH:25][CH:24]=[C:23]2[CH2:29][CH2:30][NH2:31].CN(C(ON1N=NC2C=CC=NC1=2)=[N+](C)C)C.F[P-](F)(F)(F)(F)F.C(N(CC)C(C)C)(C)C. (4) Given the product [O:1]([C:8]1[CH:34]=[CH:33][C:11]([O:12][C:13]2[CH:18]=[CH:17][N:16]=[C:15]3[NH:19][N:20]=[C:21]([NH:22][C:23]4[CH:28]=[CH:27][N:26]=[C:25]([C:29]([OH:31])=[O:30])[CH:24]=4)[C:14]=23)=[CH:10][CH:9]=1)[C:2]1[CH:7]=[CH:6][CH:5]=[CH:4][CH:3]=1, predict the reactants needed to synthesize it. The reactants are: [O:1]([C:8]1[CH:34]=[CH:33][C:11]([O:12][C:13]2[CH:18]=[CH:17][N:16]=[C:15]3[NH:19][N:20]=[C:21]([NH:22][C:23]4[CH:28]=[CH:27][N:26]=[C:25]([C:29]([O:31]C)=[O:30])[CH:24]=4)[C:14]=23)=[CH:10][CH:9]=1)[C:2]1[CH:7]=[CH:6][CH:5]=[CH:4][CH:3]=1.[OH-].[Na+]. (5) Given the product [CH3:9][C:8]1[N:7]=[C:5]([C:4]2[CH:25]=[CH:26][CH:27]=[CH:28][C:3]=2[O:2][CH3:1])[N:15]2[C:10]=1[CH:11]=[N:12][C:13]([NH:16][C:17]1[CH:22]=[CH:21][C:20]([O:23][CH3:24])=[CH:19][CH:18]=1)=[N:14]2, predict the reactants needed to synthesize it. The reactants are: [CH3:1][O:2][C:3]1[CH:28]=[CH:27][CH:26]=[CH:25][C:4]=1[C:5]([NH:7][CH:8]([C:10]1[N:15]=[N:14][C:13]([NH:16][C:17]2[CH:22]=[CH:21][C:20]([O:23][CH3:24])=[CH:19][CH:18]=2)=[N:12][CH:11]=1)[CH3:9])=O.P(Cl)(Cl)(Cl)=O. (6) The reactants are: [CH3:1][C:2]1[CH:10]=[CH:9][C:8]([N:11]([CH3:20])[S:12]([C:15]2[S:16][CH:17]=[CH:18][CH:19]=2)(=[O:14])=[O:13])=[C:7]2[C:3]=1[CH:4]=[C:5]([C:21]1[S:22][CH:23]([CH2:26][C:27]([OH:29])=O)[CH2:24][N:25]=1)[NH:6]2.C[N:31](C)C=O.Cl.CN(C)CCCN=C=NCC. Given the product [CH3:1][C:2]1[CH:10]=[CH:9][C:8]([N:11]([CH3:20])[S:12]([C:15]2[S:16][CH:17]=[CH:18][CH:19]=2)(=[O:13])=[O:14])=[C:7]2[C:3]=1[CH:4]=[C:5]([C:21]1[S:22][CH:23]([CH2:26][C:27]([NH2:31])=[O:29])[CH2:24][N:25]=1)[NH:6]2, predict the reactants needed to synthesize it. (7) Given the product [CH2:35]([C:24]1[CH:25]=[C:26]2[N:31]([C:23]=1[C:21]([C:18]1[CH:19]=[CH:20][C:15]([O:14][C@@H:10]3[CH2:11][CH2:12][CH2:13][N:8]([C:6]([O:5][C:1]([CH3:2])([CH3:4])[CH3:3])=[O:7])[CH2:9]3)=[CH:16][CH:17]=1)=[O:22])[CH:30]=[CH:29][C:28]([C:32](=[O:33])[N:43]([CH2:44][C:45]([O:47][CH3:48])=[O:46])[CH:41]([CH3:42])[CH3:40])=[CH:27]2)[CH2:36][CH2:37][CH3:38], predict the reactants needed to synthesize it. The reactants are: [C:1]([O:5][C:6]([N:8]1[CH2:13][CH2:12][CH2:11][C@@H:10]([O:14][C:15]2[CH:20]=[CH:19][C:18]([C:21]([C:23]3[N:31]4[C:26]([CH:27]=[C:28]([C:32](O)=[O:33])[CH:29]=[CH:30]4)=[CH:25][C:24]=3[CH2:35][CH2:36][CH2:37][CH3:38])=[O:22])=[CH:17][CH:16]=2)[CH2:9]1)=[O:7])([CH3:4])([CH3:3])[CH3:2].Cl.[CH3:40][CH:41]([NH:43][CH2:44][C:45]([O:47][CH3:48])=[O:46])[CH3:42].CCN(C(C)C)C(C)C.CN(C(ON1N=NC2C=CC=CC1=2)=[N+](C)C)C.[B-](F)(F)(F)F.